This data is from NCI-60 drug combinations with 297,098 pairs across 59 cell lines. The task is: Regression. Given two drug SMILES strings and cell line genomic features, predict the synergy score measuring deviation from expected non-interaction effect. (1) Drug 1: COC1=CC(=CC(=C1O)OC)C2C3C(COC3=O)C(C4=CC5=C(C=C24)OCO5)OC6C(C(C7C(O6)COC(O7)C8=CC=CS8)O)O. Drug 2: C1=NC2=C(N=C(N=C2N1C3C(C(C(O3)CO)O)F)Cl)N. Cell line: SK-MEL-5. Synergy scores: CSS=35.3, Synergy_ZIP=-8.42, Synergy_Bliss=-1.59, Synergy_Loewe=-8.91, Synergy_HSA=1.72. (2) Drug 1: CC1=C2C(C(=O)C3(C(CC4C(C3C(C(C2(C)C)(CC1OC(=O)C(C(C5=CC=CC=C5)NC(=O)OC(C)(C)C)O)O)OC(=O)C6=CC=CC=C6)(CO4)OC(=O)C)O)C)O. Drug 2: N.N.Cl[Pt+2]Cl. Cell line: DU-145. Synergy scores: CSS=51.2, Synergy_ZIP=-0.302, Synergy_Bliss=-0.350, Synergy_Loewe=-13.7, Synergy_HSA=-1.03. (3) Drug 1: C1CN1P(=S)(N2CC2)N3CC3. Drug 2: CC1=C(C(=O)C2=C(C1=O)N3CC4C(C3(C2COC(=O)N)OC)N4)N. Cell line: HCT116. Synergy scores: CSS=45.4, Synergy_ZIP=4.86, Synergy_Bliss=6.33, Synergy_Loewe=-2.41, Synergy_HSA=6.13. (4) Drug 1: C1=CC(=CC=C1CCC2=CNC3=C2C(=O)NC(=N3)N)C(=O)NC(CCC(=O)O)C(=O)O. Drug 2: CC1=CC2C(CCC3(C2CCC3(C(=O)C)OC(=O)C)C)C4(C1=CC(=O)CC4)C. Cell line: COLO 205. Synergy scores: CSS=27.2, Synergy_ZIP=1.88, Synergy_Bliss=-0.600, Synergy_Loewe=-22.1, Synergy_HSA=-1.41.